Binary Classification. Given a miRNA mature sequence and a target amino acid sequence, predict their likelihood of interaction. From a dataset of Experimentally validated miRNA-target interactions with 360,000+ pairs, plus equal number of negative samples. (1) The miRNA is mmu-miR-210-3p with sequence CUGUGCGUGUGACAGCGGCUGA. The protein sequence of the target gene is MSYTTYFLAFQLCVTLCFSGSYCQAPFFKEITILKDYFNASTSDVPNGGPLFLEILKNWKEESDKKIIQSQIVSFYFKFFEIFKDNQAIQRSMDVIKQDMFQRFLNGSSGKLNDFEKLIKIPVDNLQIQRKAISELIKVMNDLSPRSNLRKRKRSQTMFQGQRASK. Result: 0 (no interaction). (2) The miRNA is hsa-miR-192-3p with sequence CUGCCAAUUCCAUAGGUCACAG. The protein sequence of the target gene is MTFQASHRSAWGKSRKKNWQYEGPTQKLFLKRNNVSAPDGPSDPSISVSSEQSGAQQPPALQVERIVDKRKNKKGKTEYLVRWKGYDSEDDTWEPEQHLVNCEEYIHDFNRRHTEKQKESTLTRTNRTSPNNARKQISRSTNSNFSKTSPKALVIGKDHESKNSQLFAASQKFRKNTAPSLSSRKNMDLAKSGIKILVPKSPVKSRTAVDGFQSESPEKLDPVEQGQEDTVAPEVAAEKPVGALLGPGAERARMGSRPRIHPLVPQVPGPVTAAMATGLAVNGKGTSPFMDALTANGTTN.... Result: 0 (no interaction).